Dataset: Full USPTO retrosynthesis dataset with 1.9M reactions from patents (1976-2016). Task: Predict the reactants needed to synthesize the given product. (1) The reactants are: [Al+3].[Cl-].[Cl-].[Cl-].Cl[C:6](=[O:12])[C:7]([O:9][CH2:10][CH3:11])=[O:8].[CH:13]1([S:16][C:17]2[CH:22]=[CH:21][CH:20]=[CH:19][CH:18]=2)[CH2:15][CH2:14]1. Given the product [CH:13]1([S:16][C:17]2[CH:22]=[CH:21][C:20]([C:6](=[O:12])[C:7]([O:9][CH2:10][CH3:11])=[O:8])=[CH:19][CH:18]=2)[CH2:15][CH2:14]1, predict the reactants needed to synthesize it. (2) Given the product [CH3:25][C:26]1[N:9]([C:10]2[CH:15]=[CH:14][CH:13]=[C:12]([C:16]([F:17])([F:18])[F:19])[CH:11]=2)[C:2](=[O:1])[C:3]([C:4]([OH:6])=[O:5])=[CH:28][CH:27]=1, predict the reactants needed to synthesize it. The reactants are: [O:1]=[C:2]([NH:9][C:10]1[CH:15]=[CH:14][CH:13]=[C:12]([C:16]([F:19])([F:18])[F:17])[CH:11]=1)[CH2:3][C:4]([O:6]CC)=[O:5].C[O-].[Na+].CO[CH:25]=[CH:26][C:27](=O)[CH3:28].[OH-].[Na+].